Dataset: Catalyst prediction with 721,799 reactions and 888 catalyst types from USPTO. Task: Predict which catalyst facilitates the given reaction. (1) The catalyst class is: 9. Product: [F:17][C:2]1([F:1])[O:6][C:5]2[CH:7]=[CH:8][C:9]([C:11]3([C:14]([NH:42][CH:43]4[C:59]5[C:54](=[CH:55][C:56]([O:60][CH3:61])=[CH:57][CH:58]=5)[O:53][C:45]5([CH2:48][CH:47]([C:49]([O:51][CH3:52])=[O:50])[CH2:46]5)[CH2:44]4)=[O:16])[CH2:12][CH2:13]3)=[CH:10][C:4]=2[O:3]1. Reactant: [F:1][C:2]1([F:17])[O:6][C:5]2[CH:7]=[CH:8][C:9]([C:11]3([C:14]([OH:16])=O)[CH2:13][CH2:12]3)=[CH:10][C:4]=2[O:3]1.CN(C(ON1N=NC2C=CC=NC1=2)=[N+](C)C)C.F[P-](F)(F)(F)(F)F.[NH2:42][CH:43]1[C:59]2[C:54](=[CH:55][C:56]([O:60][CH3:61])=[CH:57][CH:58]=2)[O:53][C:45]2([CH2:48][CH:47]([C:49]([O:51][CH3:52])=[O:50])[CH2:46]2)[CH2:44]1.C(N(C(C)C)C(C)C)C. (2) Reactant: [CH3:1][O:2][C:3](=[O:13])[C:4]1[CH:12]=[CH:11][C:8]([O:9][CH3:10])=[C:6]([OH:7])[CH:5]=1.C(=O)([O-])[O-].O([CH2:26][C:27]([F:30])([F:29])[F:28])S(C(F)(F)F)(=O)=O. Product: [CH3:10][O:9][C:8]1[CH:11]=[CH:12][C:4]([C:3]([O:2][CH3:1])=[O:13])=[CH:5][C:6]=1[O:7][CH2:26][C:27]([F:30])([F:29])[F:28]. The catalyst class is: 85. (3) Reactant: [Br:1][C:2]1[C:3](F)=[C:4]2[C:10]([NH:11][C:12](=[O:20])[C:13]3[CH:18]=[CH:17][C:16]([CH3:19])=[N:15][CH:14]=3)=[CH:9][NH:8][C:5]2=[N:6][CH:7]=1.[NH:22]1[CH2:27][CH2:26][CH2:25][C@@H:24]([NH:28][C:29](=[O:35])[O:30][C:31]([CH3:34])([CH3:33])[CH3:32])[CH2:23]1. Product: [Br:1][C:2]1[C:3]([N:22]2[CH2:27][CH2:26][CH2:25][C@@H:24]([NH:28][C:29](=[O:35])[O:30][C:31]([CH3:33])([CH3:32])[CH3:34])[CH2:23]2)=[C:4]2[C:10]([NH:11][C:12](=[O:20])[C:13]3[CH:18]=[CH:17][C:16]([CH3:19])=[N:15][CH:14]=3)=[CH:9][NH:8][C:5]2=[N:6][CH:7]=1. The catalyst class is: 114.